From a dataset of Reaction yield outcomes from USPTO patents with 853,638 reactions. Predict the reaction yield, written as a fraction of the theoretical maximum amount of product (1.0 means a 100% yield; for example, 0.34 means a 34% yield). (1) The reactants are Cl[CH:2](Cl)[C:3](=O)[CH3:4].[CH:7]1([CH:13]=O)[CH2:12][CH2:11][CH2:10][CH2:9][CH2:8]1.CC([O-])(C)C.[K+].[C:21]([CH2:23][C:24]([NH2:26])=[O:25])#[N:22]. The catalyst is C1COCC1. The product is [CH:7]1([C:13]2[CH:2]=[C:3]([CH3:4])[NH:26][C:24](=[O:25])[C:23]=2[C:21]#[N:22])[CH2:8][CH2:9][CH2:10][CH2:11][CH2:12]1. The yield is 0.320. (2) The reactants are [BH4-].[Na+].[F:3][C:4]1[CH:9]=[C:8]([F:10])[CH:7]=[CH:6][C:5]=1[C:11](=[O:29])[CH:12]([CH2:18][C:19]1[CH:24]=[CH:23][C:22]([C:25]([F:28])([F:27])[F:26])=[CH:21][CH:20]=1)[C:13]([O:15][CH2:16][CH3:17])=[O:14].Cl. The catalyst is C(OCC)C.[Cl-].[Zn+2].[Cl-]. The product is [F:3][C:4]1[CH:9]=[C:8]([F:10])[CH:7]=[CH:6][C:5]=1[CH:11]([OH:29])[CH:12]([CH2:18][C:19]1[CH:24]=[CH:23][C:22]([C:25]([F:26])([F:27])[F:28])=[CH:21][CH:20]=1)[C:13]([O:15][CH2:16][CH3:17])=[O:14]. The yield is 0.820. (3) The reactants are [CH:1]([O:4][C:5]([N:7]1[CH2:12][CH2:11][CH:10]([O:13][C:14]2[CH:19]=[C:18]([O:20][C:21]3[CH:26]=[CH:25][C:24]([S:27]([CH3:30])(=[O:29])=[O:28])=[CH:23][C:22]=3[F:31])[N:17]=[CH:16][N:15]=2)[CH2:9][CH2:8]1)=[O:6])([CH3:3])[CH3:2].C1C(=O)N([Br:39])C(=O)C1. The catalyst is C(O)(=O)C. The product is [CH:1]([O:4][C:5]([N:7]1[CH2:12][CH2:11][CH:10]([O:13][C:14]2[C:19]([Br:39])=[C:18]([O:20][C:21]3[CH:26]=[CH:25][C:24]([S:27]([CH3:30])(=[O:29])=[O:28])=[CH:23][C:22]=3[F:31])[N:17]=[CH:16][N:15]=2)[CH2:9][CH2:8]1)=[O:6])([CH3:3])[CH3:2]. The yield is 0.500.